This data is from Reaction yield outcomes from USPTO patents with 853,638 reactions. The task is: Predict the reaction yield, written as a fraction of the theoretical maximum amount of product (1.0 means a 100% yield; for example, 0.34 means a 34% yield). The reactants are [CH2:1]([N:8]1[CH2:13][CH2:12][CH:11]([N:14]([CH3:27])[C:15](=[O:26])[CH2:16][NH:17][C:18]2[C:23](Cl)=[CH:22][N:21]=[N:20][C:19]=2[Cl:25])[CH2:10][CH2:9]1)[C:2]1[CH:7]=[CH:6][CH:5]=[CH:4][CH:3]=1.[CH3:28][O-:29].[Na+]. The catalyst is CO. The product is [CH2:1]([N:8]1[CH2:13][CH2:12][CH:11]([N:14]([CH3:27])[C:15](=[O:26])[CH2:16][NH:17][C:18]2[C:23]([O:29][CH3:28])=[CH:22][N:21]=[N:20][C:19]=2[Cl:25])[CH2:10][CH2:9]1)[C:2]1[CH:7]=[CH:6][CH:5]=[CH:4][CH:3]=1. The yield is 0.300.